Dataset: Catalyst prediction with 721,799 reactions and 888 catalyst types from USPTO. Task: Predict which catalyst facilitates the given reaction. (1) Reactant: [OH:1][C:2]1[CH:20]=[CH:19][C:5]([C:6]([NH:8][CH2:9][C:10]2[CH:15]=[CH:14][C:13]([N+:16]([O-])=O)=[CH:12][CH:11]=2)=[O:7])=[CH:4][CH:3]=1. Product: [NH2:16][C:13]1[CH:14]=[CH:15][C:10]([CH2:9][NH:8][C:6](=[O:7])[C:5]2[CH:19]=[CH:20][C:2]([OH:1])=[CH:3][CH:4]=2)=[CH:11][CH:12]=1. The catalyst class is: 29. (2) The catalyst class is: 1. Product: [Br:1][C:2]1[C:3]([F:20])=[CH:4][C:5]2[O:11][CH2:10][CH2:9][N:8]3[C:12]([CH:28]([OH:29])[C:27]4[CH:30]=[CH:31][CH:32]=[C:25]([C:24]([F:23])([F:33])[F:34])[CH:26]=4)=[C:13]([C:15]([O:17][CH3:18])=[O:16])[N:14]=[C:7]3[C:6]=2[CH:19]=1. Reactant: [Br:1][C:2]1[C:3]([F:20])=[CH:4][C:5]2[O:11][CH2:10][CH2:9][N:8]3[CH:12]=[C:13]([C:15]([O:17][CH3:18])=[O:16])[N:14]=[C:7]3[C:6]=2[CH:19]=1.[Li+].[Cl-].[F:23][C:24]([F:34])([F:33])[C:25]1[CH:26]=[C:27]([CH:30]=[CH:31][CH:32]=1)[CH:28]=[O:29]. (3) Reactant: C([Li])CCC.Br[C:7]1[CH:8]=[C:9]2[C:13](=[CH:14][CH:15]=1)[NH:12][N:11]=[CH:10]2.CN([CH:19]=[O:20])C. Product: [NH:12]1[C:13]2[C:9](=[CH:8][C:7]([CH:19]=[O:20])=[CH:15][CH:14]=2)[CH:10]=[N:11]1. The catalyst class is: 1. (4) The catalyst class is: 23. Reactant: Br[CH2:2][CH2:3][O:4][C:5]1[CH:10]=[CH:9][C:8]([OH:11])=[CH:7][CH:6]=1.[NH:12]1[CH2:22][CH2:21][CH:15]([C:16]([O:18][CH2:19][CH3:20])=[O:17])[CH2:14][CH2:13]1.CCN(CC)CC. Product: [OH:11][C:8]1[CH:9]=[CH:10][C:5]([O:4][CH2:3][CH2:2][N:12]2[CH2:22][CH2:21][CH:15]([C:16]([O:18][CH2:19][CH3:20])=[O:17])[CH2:14][CH2:13]2)=[CH:6][CH:7]=1. (5) Reactant: [Cl:1][C:2]1[C:11]2[C:6](=[CH:7][C:8]([C:12]([OH:14])=O)=[CH:9][CH:10]=2)[C:5](=[O:15])[NH:4][N:3]=1.ClC1C2C(=CC=C(C(O)=O)C=2)C(=O)NN=1.S(Cl)(Cl)=O.[F:35][C:36]([F:46])([F:45])[C:37]1[CH:38]=[C:39]([CH:42]=[CH:43][CH:44]=1)[CH2:40][NH2:41].[H-].[Na+]. Product: [F:35][C:36]([F:45])([F:46])[C:37]1[CH:38]=[C:39]([CH:42]=[CH:43][CH:44]=1)[CH2:40][NH:41][C:12]([C:8]1[CH:7]=[C:6]2[C:11](=[CH:10][CH:9]=1)[C:2]([Cl:1])=[N:3][NH:4][C:5]2=[O:15])=[O:14]. The catalyst class is: 136. (6) Reactant: COC(=O)[NH:4][C:5]1[CH:10]=[C:9]([CH3:11])[C:8]([Br:12])=[CH:7][C:6]=1[C:13]#[C:14][Si](C)(C)C.[O-]CC.[Na+].Cl. Product: [Br:12][C:8]1[CH:7]=[C:6]2[C:5](=[CH:10][C:9]=1[CH3:11])[NH:4][CH:14]=[CH:13]2. The catalyst class is: 823. (7) Reactant: Cl[CH:2]=[CH:3][C:4]1[C:5]([C:11]([F:14])([F:13])[F:12])=[N:6][N:7]([CH3:10])[C:8]=1[CH3:9].CC(C)([O-])C.[K+].[NH4+].[Cl-]. Product: [C:3]([C:4]1[C:5]([C:11]([F:13])([F:14])[F:12])=[N:6][N:7]([CH3:10])[C:8]=1[CH3:9])#[CH:2]. The catalyst class is: 1. (8) Reactant: [Cl:1][C:2]1[N:7]=[CH:6][C:5]2[C:8](I)=[N:9][N:10]([CH:11]([CH3:13])[CH3:12])[C:4]=2[CH:3]=1.[CH3:15][C:16]1([CH3:22])[CH2:20][NH:19][C:18](=[O:21])[NH:17]1.C1(P(C2C=CC=CC=2)C2C3OC4C(=CC=CC=4P(C4C=CC=CC=4)C4C=CC=CC=4)C(C)(C)C=3C=CC=2)C=CC=CC=1.C(=O)([O-])[O-].[Cs+].[Cs+]. Product: [Cl:1][C:2]1[N:7]=[CH:6][C:5]2[C:8]([N:19]3[CH2:20][C:16]([CH3:22])([CH3:15])[NH:17][C:18]3=[O:21])=[N:9][N:10]([CH:11]([CH3:13])[CH3:12])[C:4]=2[CH:3]=1. The catalyst class is: 62. (9) Reactant: [Cl:1][C:2]1[CH:10]=[C:9]2[C:5]([C:6]([CH2:18][C:19]3[CH:24]=[CH:23][CH:22]=[C:21]([Cl:25])[CH:20]=3)([CH:12]3[CH2:17][CH2:16][CH2:15][NH:14][CH2:13]3)[C:7](=[O:11])[NH:8]2)=[CH:4][CH:3]=1.C(N(CC)CC)C.[C:33](Cl)(=[O:35])[CH3:34]. Product: [C:33]([N:14]1[CH2:15][CH2:16][CH2:17][CH:12]([C:6]2([CH2:18][C:19]3[CH:24]=[CH:23][CH:22]=[C:21]([Cl:25])[CH:20]=3)[C:5]3[C:9](=[CH:10][C:2]([Cl:1])=[CH:3][CH:4]=3)[NH:8][C:7]2=[O:11])[CH2:13]1)(=[O:35])[CH3:34]. The catalyst class is: 7.